This data is from NCI-60 drug combinations with 297,098 pairs across 59 cell lines. The task is: Regression. Given two drug SMILES strings and cell line genomic features, predict the synergy score measuring deviation from expected non-interaction effect. (1) Drug 1: CN(C)C1=NC(=NC(=N1)N(C)C)N(C)C. Drug 2: COC1=C2C(=CC3=C1OC=C3)C=CC(=O)O2. Cell line: T-47D. Synergy scores: CSS=-8.78, Synergy_ZIP=6.52, Synergy_Bliss=-6.31, Synergy_Loewe=-9.17, Synergy_HSA=-10.4. (2) Drug 1: CNC(=O)C1=CC=CC=C1SC2=CC3=C(C=C2)C(=NN3)C=CC4=CC=CC=N4. Drug 2: CC1=C2C(C(=O)C3(C(CC4C(C3C(C(C2(C)C)(CC1OC(=O)C(C(C5=CC=CC=C5)NC(=O)OC(C)(C)C)O)O)OC(=O)C6=CC=CC=C6)(CO4)OC(=O)C)OC)C)OC. Cell line: SK-MEL-2. Synergy scores: CSS=53.9, Synergy_ZIP=13.0, Synergy_Bliss=12.7, Synergy_Loewe=-19.7, Synergy_HSA=12.1. (3) Drug 1: C1=NC2=C(N1)C(=S)N=C(N2)N. Drug 2: CN(C(=O)NC(C=O)C(C(C(CO)O)O)O)N=O. Cell line: SK-MEL-5. Synergy scores: CSS=23.6, Synergy_ZIP=-12.1, Synergy_Bliss=-10.2, Synergy_Loewe=-10.6, Synergy_HSA=-9.63. (4) Drug 1: CCC1=CC2CC(C3=C(CN(C2)C1)C4=CC=CC=C4N3)(C5=C(C=C6C(=C5)C78CCN9C7C(C=CC9)(C(C(C8N6C)(C(=O)OC)O)OC(=O)C)CC)OC)C(=O)OC.C(C(C(=O)O)O)(C(=O)O)O. Drug 2: CC1=C(C(=O)C2=C(C1=O)N3CC4C(C3(C2COC(=O)N)OC)N4)N. Cell line: K-562. Synergy scores: CSS=71.3, Synergy_ZIP=-4.21, Synergy_Bliss=-3.14, Synergy_Loewe=-8.56, Synergy_HSA=-0.815. (5) Drug 1: CC1C(C(CC(O1)OC2CC(CC3=C2C(=C4C(=C3O)C(=O)C5=C(C4=O)C(=CC=C5)OC)O)(C(=O)CO)O)N)O. Drug 2: C1CC(CNC1)C2=CC=C(C=C2)N3C=C4C=CC=C(C4=N3)C(=O)N. Cell line: NCIH23. Synergy scores: CSS=69.9, Synergy_ZIP=-0.189, Synergy_Bliss=-1.30, Synergy_Loewe=-1.63, Synergy_HSA=2.36. (6) Drug 1: CC1=C2C(C(=O)C3(C(CC4C(C3C(C(C2(C)C)(CC1OC(=O)C(C(C5=CC=CC=C5)NC(=O)OC(C)(C)C)O)O)OC(=O)C6=CC=CC=C6)(CO4)OC(=O)C)OC)C)OC. Drug 2: C(CC(=O)O)C(=O)CN.Cl. Cell line: SF-295. Synergy scores: CSS=47.6, Synergy_ZIP=0.590, Synergy_Bliss=0.966, Synergy_Loewe=1.85, Synergy_HSA=4.79. (7) Drug 1: CN(C)C(=N)N=C(N)N. Cell line: SW-620. Synergy scores: CSS=7.53, Synergy_ZIP=-2.61, Synergy_Bliss=-1.78, Synergy_Loewe=-3.16, Synergy_HSA=-2.30. Drug 2: C1CC(C1)(C2=CC=C(C=C2)C3=C(C=C4C(=N3)C=CN5C4=NNC5=O)C6=CC=CC=C6)N.